From a dataset of Reaction yield outcomes from USPTO patents with 853,638 reactions. Predict the reaction yield, written as a fraction of the theoretical maximum amount of product (1.0 means a 100% yield; for example, 0.34 means a 34% yield). (1) The reactants are [C:1]([OH:10])(=[O:9])[C:2]1[C:3](=[CH:5][CH:6]=[CH:7][CH:8]=1)[NH2:4].CC1(C)O[C:17](=[O:18])[CH2:16][C:14](=[O:15])[O:13]1. The catalyst is C1(C)C=CC=CC=1. The product is [C:14]([CH2:16][C:17]([NH:4][C:3]1[CH:5]=[CH:6][CH:7]=[CH:8][C:2]=1[C:1]([OH:10])=[O:9])=[O:18])([OH:15])=[O:13]. The yield is 0.860. (2) The reactants are N([O-])=[O:2].[Na+].N[C:6]1[N:7]=[N+:8]([O-:26])[C:9]2[CH:15]=[C:14]([O:16][CH2:17][CH2:18][NH:19][C:20](=[O:25])[C:21]([F:24])([F:23])[F:22])[CH:13]=[CH:12][C:10]=2[N:11]=1. The catalyst is O.Cl. The product is [F:22][C:21]([F:24])([F:23])[C:20]([NH:19][CH2:18][CH2:17][O:16][C:14]1[CH:13]=[CH:12][C:10]2[N:11]=[C:6]([OH:2])[N:7]=[N+:8]([O-:26])[C:9]=2[CH:15]=1)=[O:25]. The yield is 1.00.